From a dataset of HIV replication inhibition screening data with 41,000+ compounds from the AIDS Antiviral Screen. Binary Classification. Given a drug SMILES string, predict its activity (active/inactive) in a high-throughput screening assay against a specified biological target. (1) The compound is CCOc1c(OC)cc(-c2nc3n(n2)C(=O)C(CC)S3)cc1OC. The result is 0 (inactive). (2) The drug is CCOC(=N)CCCSSc1ccc(N=[N+]=[N-])cc1. The result is 0 (inactive). (3) The compound is Cl.ClCCCc1ccccc1C1=NCCc2ccccc21. The result is 0 (inactive). (4) The result is 0 (inactive). The molecule is Cn1cnc2ncnc-2c1N. (5) The molecule is Cl.c1ccc2c(c1)[nH]c1cnc3c4cccnc4[nH]c3c12. The result is 1 (active). (6) The molecule is COC1C=COC2(C)Oc3c(C)c(O)c4c(c3C2=O)C(=O)C(CO)=C(NC(=O)C(C)=CC=CC(C)C(O)C(C)C(O)C(C)C(OC(C)=O)C1C)C4=O. The result is 0 (inactive). (7) The molecule is CC1CN(C(=O)CN2CCC(CCCCN(C)C)CC2)c2ccccc2NC1=O. The result is 0 (inactive). (8) The compound is CC1(C)CCc2c(cc3c(c2O)CCC(C)(C)O3)O1. The result is 0 (inactive).